From a dataset of Forward reaction prediction with 1.9M reactions from USPTO patents (1976-2016). Predict the product of the given reaction. (1) Given the reactants [Cl:1][C:2]1[CH:7]=[CH:6][CH:5]=[CH:4][C:3]=1[OH:8].Cl[C:10]1[C:15]([C:16]([O:18][CH2:19][CH3:20])=[O:17])=[CH:14][N:13]=[C:12]([C:21]2[CH:26]=[CH:25][C:24]([C:27]([F:30])([F:29])[F:28])=[C:23]([F:31])[CH:22]=2)[N:11]=1.C(=O)([O-])[O-].[K+].[K+], predict the reaction product. The product is: [Cl:1][C:2]1[CH:7]=[CH:6][CH:5]=[CH:4][C:3]=1[O:8][C:14]1[C:15]([C:16]([O:18][CH2:19][CH3:20])=[O:17])=[CH:10][N:11]=[C:12]([C:21]2[CH:26]=[CH:25][C:24]([C:27]([F:29])([F:30])[F:28])=[C:23]([F:31])[CH:22]=2)[N:13]=1. (2) Given the reactants [F:1][C:2]1[CH:3]=[C:4]([C:8]2[C:17]3[O:16][CH2:15][CH2:14][N:13](C(OC(C)(C)C)=O)[CH2:12][C:11]=3[S:10][CH:9]=2)[CH:5]=[CH:6][CH:7]=1.C(OCC)(=O)C.Cl, predict the reaction product. The product is: [F:1][C:2]1[CH:3]=[C:4]([C:8]2[C:17]3[O:16][CH2:15][CH2:14][NH:13][CH2:12][C:11]=3[S:10][CH:9]=2)[CH:5]=[CH:6][CH:7]=1. (3) Given the reactants [I:1][C:2]1[CH:3]=[C:4]2[C:9](=[O:10])[NH:8][C:6](=[O:7])[C:5]2=[CH:11][CH:12]=1.[C:13](=O)([O-])[O-].[K+].[K+].CI.O, predict the reaction product. The product is: [I:1][C:2]1[CH:3]=[C:4]2[C:9](=[O:10])[N:8]([CH3:13])[C:6](=[O:7])[C:5]2=[CH:11][CH:12]=1. (4) Given the reactants [F:1][C:2]([F:13])([F:12])[C:3]1[CH:8]=[CH:7][N:6]=[C:5]([C:9](O)=O)[CH:4]=1.CN1CCOCC1.C(OC(Cl)=O)C(C)C.[C:29]([N:32]1[CH2:37][CH2:36][C:35](=O)[CH2:34][CH2:33]1)(=[O:31])[CH3:30].[Li].O.[NH2:41][NH2:42], predict the reaction product. The product is: [F:1][C:2]([F:13])([F:12])[C:3]1[CH:8]=[CH:7][N:6]=[C:5]([C:9]2[C:34]3[CH2:33][N:32]([C:29](=[O:31])[CH3:30])[CH2:37][CH2:36][C:35]=3[NH:42][N:41]=2)[CH:4]=1. (5) Given the reactants C[O:2][C:3]([C:5]1[C:6]([O:20][CH3:21])=[CH:7][C:8]2[S:12][C:11]([C:13]3[CH:18]=[CH:17][CH:16]=[CH:15][CH:14]=3)=[N:10][C:9]=2[CH:19]=1)=O.[H-].[Al+3].[Li+].[H-].[H-].[H-].S([O-])([O-])(=O)=O.[Na+].[Na+], predict the reaction product. The product is: [CH3:21][O:20][C:6]1[C:5]([CH2:3][OH:2])=[CH:19][C:9]2[N:10]=[C:11]([C:13]3[CH:18]=[CH:17][CH:16]=[CH:15][CH:14]=3)[S:12][C:8]=2[CH:7]=1.